Dataset: Forward reaction prediction with 1.9M reactions from USPTO patents (1976-2016). Task: Predict the product of the given reaction. (1) The product is: [C:24]([O:23][C:21]([NH:20][NH:19][CH:17]([C:12]1[C:11]([N+:28]([O-:30])=[O:29])=[CH:10][C:9]([O:8][CH2:7][CH2:6][CH2:5][C:4]([OH:31])=[O:3])=[C:14]([O:15][CH3:16])[CH:13]=1)[CH3:18])=[O:22])([CH3:27])([CH3:25])[CH3:26]. Given the reactants C([O:3][C:4](=[O:31])[CH2:5][CH2:6][CH2:7][O:8][C:9]1[C:14]([O:15][CH3:16])=[CH:13][C:12]([CH:17]([NH:19][NH:20][C:21]([O:23][C:24]([CH3:27])([CH3:26])[CH3:25])=[O:22])[CH3:18])=[C:11]([N+:28]([O-:30])=[O:29])[CH:10]=1)C.[Li+].[OH-].Cl, predict the reaction product. (2) Given the reactants [N:1]([C:4]1[CH:5]=[C:6]([CH:27]=[C:28]([CH3:31])[C:29]=1[CH3:30])[C:7]([NH:9][C:10]1[CH:15]=[C:14]([C:16]([CH3:19])([CH3:18])[CH3:17])[CH:13]=[C:12]([NH:20][S:21]([CH3:24])(=[O:23])=[O:22])[C:11]=1[O:25][CH3:26])=[O:8])=[N+:2]=[N-:3].[C:32]([O:36][CH3:37])(=[O:35])[C:33]#[CH:34].O, predict the reaction product. The product is: [CH3:37][O:36][C:32]([C:33]1[N:3]=[N:2][N:1]([C:4]2[CH:5]=[C:6]([C:7](=[O:8])[NH:9][C:10]3[CH:15]=[C:14]([C:16]([CH3:19])([CH3:18])[CH3:17])[CH:13]=[C:12]([NH:20][S:21]([CH3:24])(=[O:22])=[O:23])[C:11]=3[O:25][CH3:26])[CH:27]=[C:28]([CH3:31])[C:29]=2[CH3:30])[CH:34]=1)=[O:35]. (3) Given the reactants [CH3:1][C:2]([NH:11][CH2:12][C:13]([C:15]1[CH:35]=[CH:34][C:18]2[O:19]C(C3C=CC=CC=3)(C3C=CC=CC=3)[O:21][C:17]=2[C:16]=1[O:36][CH3:37])=[O:14])([CH3:10])[CH2:3][C:4]1[CH:9]=[CH:8][CH:7]=[CH:6][CH:5]=1, predict the reaction product. The product is: [OH:21][C:17]1[C:16]([O:36][CH3:37])=[C:15]([C:13](=[O:14])[CH2:12][NH:11][C:2]([CH3:1])([CH3:10])[CH2:3][C:4]2[CH:9]=[CH:8][CH:7]=[CH:6][CH:5]=2)[CH:35]=[CH:34][C:18]=1[OH:19]. (4) Given the reactants [Br:1][C:2]1[C:3]([F:12])=[C:4]([CH:8]=[CH:9][C:10]=1[F:11])[C:5]([OH:7])=O.[CH3:13][N:14]([CH3:17])C=O.[C:18](Cl)(=[O:22])C(Cl)=O, predict the reaction product. The product is: [CH2:17]([N:14]([CH2:13][CH2:18][OH:22])[C:5](=[O:7])[C:4]1[CH:8]=[CH:9][C:10]([F:11])=[C:2]([Br:1])[C:3]=1[F:12])[C:2]1[CH:3]=[CH:4][CH:8]=[CH:9][CH:10]=1. (5) The product is: [C:1]([NH:4][C:5]1[CH:17]=[C:16]2[C:8]([C:9]3[C:14]([CH2:18][CH2:19][CH2:20][CH3:21])([CH2:15]2)[CH2:13][CH2:12][C:11](=[O:22])[C:10]=3[C:32]([O:34][CH2:35][CH3:36])=[CH2:33])=[CH:7][C:6]=1[F:24])(=[O:3])[CH3:2]. Given the reactants [C:1]([NH:4][C:5]1[CH:17]=[C:16]2[C:8]([C:9]3[C:14]([CH2:18][CH2:19][CH2:20][CH3:21])([CH2:15]2)[CH2:13][CH2:12][C:11](=[O:22])[C:10]=3Br)=[CH:7][C:6]=1[F:24])(=[O:3])[CH3:2].N#N.C([Sn](CCCC)(CCCC)[C:32]([O:34][CH2:35][CH3:36])=[CH2:33])CCC, predict the reaction product. (6) Given the reactants [CH3:1][O:2][C:3]([C:5]1[S:9][C:8]([N:10]2[C:14]3[CH:15]=[CH:16][C:17]([C:19]([O:21]C=C)=[O:20])=[CH:18][C:13]=3[N:12]=[CH:11]2)=[CH:7][C:6]=1[O:24][CH2:25][C:26]1[CH:31]=[CH:30][CH:29]=[CH:28][C:27]=1[C:32]([F:35])([F:34])[F:33])=[O:4].N1CCOCC1.Cl.C(OCC)(=O)C, predict the reaction product. The product is: [CH3:1][O:2][C:3]([C:5]1[S:9][C:8]([N:10]2[C:14]3[CH:15]=[CH:16][C:17]([C:19]([OH:21])=[O:20])=[CH:18][C:13]=3[N:12]=[CH:11]2)=[CH:7][C:6]=1[O:24][CH2:25][C:26]1[CH:31]=[CH:30][CH:29]=[CH:28][C:27]=1[C:32]([F:35])([F:33])[F:34])=[O:4]. (7) Given the reactants [CH:1]([O:4][C:5]1[CH:13]=[CH:12][C:8]([C:9]([OH:11])=[O:10])=[CH:7][CH:6]=1)([CH3:3])[CH3:2].S(=O)(=O)(O)O.[CH3:19]O, predict the reaction product. The product is: [CH3:19][O:10][C:9](=[O:11])[C:8]1[CH:12]=[CH:13][C:5]([O:4][CH:1]([CH3:3])[CH3:2])=[CH:6][CH:7]=1. (8) Given the reactants [NH:1]1[C:9]2[C:4](=[CH:5][CH:6]=[CH:7][CH:8]=2)[C:3](/[CH:10]=[C:11]2\[O:12][C:13]3[C:20]([CH2:21][N:22]4[CH2:27][CH2:26][N:25](C(OC(C)(C)C)=O)[CH2:24][CH2:23]4)=[C:19]([O:35][CH2:36][CH2:37][CH3:38])[CH:18]=[CH:17][C:14]=3[C:15]\2=[O:16])=[N:2]1.FC(F)(F)C(O)=O.C(=O)([O-])O.[Na+], predict the reaction product. The product is: [NH:1]1[C:9]2[C:4](=[CH:5][CH:6]=[CH:7][CH:8]=2)[C:3](/[CH:10]=[C:11]2\[O:12][C:13]3[C:20]([CH2:21][N:22]4[CH2:23][CH2:24][NH:25][CH2:26][CH2:27]4)=[C:19]([O:35][CH2:36][CH2:37][CH3:38])[CH:18]=[CH:17][C:14]=3[C:15]\2=[O:16])=[N:2]1. (9) Given the reactants [Cl:1][C:2]1[CH:10]=[C:9]2[C:5]([C:6]3([C@@H:15]([C:16]4[CH:21]=[CH:20][N:19]=[C:18]([Cl:22])[C:17]=4[F:23])[C@H:14]([C:24]([OH:26])=O)[NH:13][C:12]43[CH2:31][CH2:30][C:29]([CH3:33])([CH3:32])[CH2:28][CH2:27]4)[C:7](=[O:11])[NH:8]2)=[CH:4][CH:3]=1.[CH3:34][N:35]1[C:39]([CH2:40][NH2:41])=[CH:38][N:37]=[CH:36]1, predict the reaction product. The product is: [Cl:1][C:2]1[CH:10]=[C:9]2[C:5]([C@@:6]3([C@@H:15]([C:16]4[CH:21]=[CH:20][N:19]=[C:18]([Cl:22])[C:17]=4[F:23])[C@H:14]([C:24]([NH:41][CH2:40][C:39]4[N:35]([CH3:34])[CH:36]=[N:37][CH:38]=4)=[O:26])[NH:13][C:12]43[CH2:31][CH2:30][C:29]([CH3:32])([CH3:33])[CH2:28][CH2:27]4)[C:7](=[O:11])[NH:8]2)=[CH:4][CH:3]=1.